The task is: Predict the product of the given reaction.. This data is from Forward reaction prediction with 1.9M reactions from USPTO patents (1976-2016). The product is: [CH3:19][O:18][C:16]1[C:15]([O:20][CH2:21][CH2:22][CH2:23][C:24]([NH:26][C:27]2[CH:28]=[C:29]([C:33](=[O:35])[NH:96][C:97]3[CH:102]=[CH:101][C:100]([C:103]4[CH:104]=[C:105]([C:109]([O:111][CH3:112])=[O:110])[N:106]([CH3:108])[CH:107]=4)=[CH:99][CH:98]=3)[N:30]([CH3:32])[CH:31]=2)=[O:25])=[CH:14][C:13]2[N:7]([C:5]([O:4][CH2:1][CH:2]=[CH2:3])=[O:6])[C@@H:8]([O:40][CH:41]3[CH2:46][CH2:45][CH2:44][CH2:43][O:42]3)[C@@H:9]3[CH2:39][CH2:38][CH2:37][N:10]3[C:11](=[O:36])[C:12]=2[CH:17]=1. Given the reactants [CH2:1]([O:4][C:5]([N:7]1[C:13]2[CH:14]=[C:15]([O:20][CH2:21][CH2:22][CH2:23][C:24]([NH:26][C:27]3[CH:28]=[C:29]([C:33]([OH:35])=O)[N:30]([CH3:32])[CH:31]=3)=[O:25])[C:16]([O:18][CH3:19])=[CH:17][C:12]=2[C:11](=[O:36])[N:10]2[CH2:37][CH2:38][CH2:39][C@H:9]2[C@@H:8]1[O:40][CH:41]1[CH2:46][CH2:45][CH2:44][CH2:43][O:42]1)=[O:6])[CH:2]=[CH2:3].CCN=C=NCCCN(C)C.Cl.C(OC(N1C2C=C(OCCCC(O)=O)C(OC)=CC=2C(=O)N2CCCC2C1OC1CCCCO1)=O)C=C.[NH2:96][C:97]1[CH:102]=[CH:101][C:100]([C:103]2[CH:104]=[C:105]([C:109]([O:111][CH3:112])=[O:110])[N:106]([CH3:108])[CH:107]=2)=[CH:99][CH:98]=1, predict the reaction product.